Dataset: Forward reaction prediction with 1.9M reactions from USPTO patents (1976-2016). Task: Predict the product of the given reaction. (1) Given the reactants [Cl:1][C:2]1[C:7]([Cl:8])=[CH:6][C:5]([Cl:9])=[CH:4][C:3]=1Br.BrCC.[Mg].C[O:16][B:17](OC)[O:18]C.Cl, predict the reaction product. The product is: [Cl:1][C:2]1[C:7]([Cl:8])=[CH:6][C:5]([Cl:9])=[CH:4][C:3]=1[B:17]([OH:18])[OH:16]. (2) Given the reactants [F:1][C:2]1[CH:7]=[CH:6][CH:5]=[C:4]([F:8])[C:3]=1[CH:9]1[O:13][N:12]=[C:11]([C:14]2[N:15]=[C:16]([CH:19]3[CH2:24][CH2:23][N:22](C(OCC)=O)[N:21](C(OCC)=O)[CH2:20]3)[S:17][CH:18]=2)[CH2:10]1.[OH-].[K+].Cl.C(=O)(O)[O-].[Na+], predict the reaction product. The product is: [F:8][C:4]1[CH:5]=[CH:6][CH:7]=[C:2]([F:1])[C:3]=1[CH:9]1[O:13][N:12]=[C:11]([C:14]2[N:15]=[C:16]([CH:19]3[CH2:24][CH2:23][NH:22][NH:21][CH2:20]3)[S:17][CH:18]=2)[CH2:10]1. (3) Given the reactants [O:1]1[CH2:6][CH2:5][N:4]([CH2:7][C:8]2[CH:9]=[C:10]3[N:16]=[C:15]([C:17]4[CH:23]=[CH:22][CH:21]=[CH:20][C:18]=4[NH2:19])[S:14][C:11]3=[N:12][CH:13]=2)[CH2:3][CH2:2]1.[C:24]1([C:30]2[N:31]=[C:32]([C:35](O)=[O:36])[S:33][CH:34]=2)[CH:29]=[CH:28][CH:27]=[CH:26][CH:25]=1, predict the reaction product. The product is: [O:1]1[CH2:6][CH2:5][N:4]([CH2:7][C:8]2[CH:9]=[C:10]3[N:16]=[C:15]([C:17]4[CH:23]=[CH:22][CH:21]=[CH:20][C:18]=4[NH:19][C:35]([C:32]4[S:33][CH:34]=[C:30]([C:24]5[CH:25]=[CH:26][CH:27]=[CH:28][CH:29]=5)[N:31]=4)=[O:36])[S:14][C:11]3=[N:12][CH:13]=2)[CH2:3][CH2:2]1. (4) Given the reactants [S:1]([O:8]S(C(F)(F)F)(=O)=O)([C:4]([F:7])([F:6])[F:5])(=[O:3])=[O:2].CN(C1C=CC=CN=1)C.[CH:25]1([CH2:28][O:29][C:30]2[CH:31]=[C:32]([C:36]3[C:44]4[C:39](=[CH:40][CH:41]=[C:42](O)[CH:43]=4)[N:38]([CH2:46][C:47]4[CH:52]=[CH:51][CH:50]=[C:49]([O:53][CH3:54])[CH:48]=4)[C:37]=3[C:55]([O:57][CH2:58][CH3:59])=[O:56])[CH:33]=[CH:34][CH:35]=2)[CH2:27][CH2:26]1, predict the reaction product. The product is: [CH:25]1([CH2:28][O:29][C:30]2[CH:31]=[C:32]([C:36]3[C:44]4[C:39](=[CH:40][CH:41]=[C:42]([O:8][S:1]([C:4]([F:7])([F:6])[F:5])(=[O:3])=[O:2])[CH:43]=4)[N:38]([CH2:46][C:47]4[CH:52]=[CH:51][CH:50]=[C:49]([O:53][CH3:54])[CH:48]=4)[C:37]=3[C:55]([O:57][CH2:58][CH3:59])=[O:56])[CH:33]=[CH:34][CH:35]=2)[CH2:27][CH2:26]1. (5) Given the reactants [CH2:1]([C:3]1[CH:4]=[C:5]2[C:9](=[CH:10][CH:11]=1)[N:8]([Si](C(C)C)(C(C)C)C(C)C)[CH:7]=[CH:6]2)[CH3:2].[F-].[NH4+], predict the reaction product. The product is: [CH2:1]([C:3]1[CH:4]=[C:5]2[C:9](=[CH:10][CH:11]=1)[NH:8][CH:7]=[CH:6]2)[CH3:2]. (6) Given the reactants [C:1]([O:5][C:6]([N:8]1[CH2:13][CH2:12][CH2:11][CH:10]([CH2:14][CH2:15][C:16](O)=[O:17])[CH2:9]1)=[O:7])([CH3:4])([CH3:3])[CH3:2].O.[H][H], predict the reaction product. The product is: [C:1]([O:5][C:6]([N:8]1[CH2:13][CH2:12][CH2:11][CH:10]([CH2:14][CH2:15][CH2:16][OH:17])[CH2:9]1)=[O:7])([CH3:4])([CH3:3])[CH3:2].